Dataset: Full USPTO retrosynthesis dataset with 1.9M reactions from patents (1976-2016). Task: Predict the reactants needed to synthesize the given product. (1) Given the product [Cl:31][C:12]1[C:13]([C:15]2[CH:20]=[CH:19][CH:18]=[C:17]([NH:21][CH2:22][C:23]3([C:29]#[N:30])[CH2:28][CH2:27][O:26][CH2:25][CH2:24]3)[N:16]=2)=[CH:14][C:9]([NH:8][C@H:5]2[CH2:6][CH2:7][C@H:2]([NH:1][CH2:32][C@:33]([OH:34])([CH3:35])[C:36]([F:39])([F:38])[F:37])[CH2:3][CH2:4]2)=[N:10][CH:11]=1.[F:37][C:36]([F:39])([F:38])[C:33]([OH:42])=[O:34], predict the reactants needed to synthesize it. The reactants are: [NH2:1][C@H:2]1[CH2:7][CH2:6][C@H:5]([NH:8][C:9]2[CH:14]=[C:13]([C:15]3[CH:20]=[CH:19][CH:18]=[C:17]([NH:21][CH2:22][C:23]4([C:29]#[N:30])[CH2:28][CH2:27][O:26][CH2:25][CH2:24]4)[N:16]=3)[C:12]([Cl:31])=[CH:11][N:10]=2)[CH2:4][CH2:3]1.[CH3:32][C@:33]1([C:36]([F:39])([F:38])[F:37])[CH2:35][O:34]1.CC[OH:42]. (2) Given the product [CH2:1]([N:8]1[CH2:12][C@H:11]([CH2:13][C:14]2[CH:15]=[CH:16][CH:17]=[CH:18][CH:19]=2)[C@@H:10]([CH2:20][N:21]([C:22]2[CH:27]=[CH:26][CH:25]=[CH:24][CH:23]=2)[C:35](=[O:36])[CH2:34][C:28]2[CH:33]=[CH:32][CH:31]=[CH:30][CH:29]=2)[CH2:9]1)[C:2]1[CH:3]=[CH:4][CH:5]=[CH:6][CH:7]=1, predict the reactants needed to synthesize it. The reactants are: [CH2:1]([N:8]1[CH2:12][C@H:11]([CH2:13][C:14]2[CH:19]=[CH:18][CH:17]=[CH:16][CH:15]=2)[C@@H:10]([CH2:20][NH:21][C:22]2[CH:27]=[CH:26][CH:25]=[CH:24][CH:23]=2)[CH2:9]1)[C:2]1[CH:7]=[CH:6][CH:5]=[CH:4][CH:3]=1.[C:28]1([CH2:34][C:35](Cl)=[O:36])[CH:33]=[CH:32][CH:31]=[CH:30][CH:29]=1.C(N(CC)CC)C.C([O-])(O)=O.[Na+]. (3) Given the product [CH3:1][CH:2]1[NH:3][CH2:4][CH2:5][N:6]([C:9]2[S:10][CH:11]=[CH:12][N:13]=2)[CH2:7]1, predict the reactants needed to synthesize it. The reactants are: [CH3:1][C@@H:2]1[CH2:7][NH:6][CH2:5][CH2:4][NH:3]1.Br[C:9]1[S:10][CH:11]=[CH:12][N:13]=1.C1(C2C=CC=CC=2)C=CC=CC=1P(C(C)(C)C)C(C)(C)C.C(=O)([O-])[O-].[Cs+].[Cs+].